From a dataset of Catalyst prediction with 721,799 reactions and 888 catalyst types from USPTO. Predict which catalyst facilitates the given reaction. (1) Reactant: [C:1](N[C@H](C(O)=O)CCC(O)=O)(=[O:5])[C:2]([CH3:4])=[CH2:3].[NH2:16][C@H:17]([C:22]([OH:24])=[O:23])[CH2:18][C:19]([OH:21])=[O:20].[OH-].[Na+].C(Cl)(=O)C(C)=C. Product: [C:1]([NH:16][C@H:17]([C:22]([OH:24])=[O:23])[CH2:18][C:19]([OH:21])=[O:20])(=[O:5])[C:2]([CH3:4])=[CH2:3]. The catalyst class is: 6. (2) Reactant: [CH2:1]([C:3]1[C:7]2[CH:8]=[CH:9][CH:10]=[CH:11][C:6]=2[O:5][C:4]=1[CH2:12][NH:13][CH3:14])[CH3:2].[O:15]=[C:16]1[NH:25][C:24]2[N:23]=[CH:22][C:21](/[CH:26]=[CH:27]/[C:28]([OH:30])=O)=[CH:20][C:19]=2[CH2:18][CH2:17]1.ON1C2C=CC=CC=2N=N1.C(N(C(C)C)CC)(C)C.CN(C)CCCN=C=NCC. Product: [CH2:1]([C:3]1[C:7]2[CH:8]=[CH:9][CH:10]=[CH:11][C:6]=2[O:5][C:4]=1[CH2:12][N:13]([CH3:14])[C:28](=[O:30])/[CH:27]=[CH:26]/[C:21]1[CH:22]=[N:23][C:24]2[NH:25][C:16](=[O:15])[CH2:17][CH2:18][C:19]=2[CH:20]=1)[CH3:2]. The catalyst class is: 18. (3) Reactant: [CH2:1]([N:8]1[CH2:13][CH2:12][C@@H:11]([CH3:14])[C@@H:10]([NH:15][C:16]2[C:17]3[CH:27]=[CH:26][N:25]([CH2:28][O:29][CH2:30][CH2:31][Si:32]([CH3:35])([CH3:34])[CH3:33])[C:18]=3[N:19]=[CH:20][C:21]=2[C:22]#[C:23][CH3:24])[CH2:9]1)[C:2]1[CH:7]=[CH:6][CH:5]=[CH:4][CH:3]=1.CC(C)([O-])C.[K+].[Cl-].[NH4+]. Product: [CH2:1]([N:8]1[CH2:13][CH2:12][C@@H:11]([CH3:14])[C@@H:10]([N:15]2[C:16]3=[C:17]4[CH:27]=[CH:26][N:25]([CH2:28][O:29][CH2:30][CH2:31][Si:32]([CH3:35])([CH3:33])[CH3:34])[C:18]4=[N:19][CH:20]=[C:21]3[CH:22]=[C:23]2[CH3:24])[CH2:9]1)[C:2]1[CH:3]=[CH:4][CH:5]=[CH:6][CH:7]=1. The catalyst class is: 1. (4) Reactant: [CH3:1][CH2:2][N:3]([C:21]([CH3:23])=[O:22])[C:4]1[CH:5]=[CH:6][CH:7]=[C:8]([C:10]2[N:15]3[N:16]=[CH:17][C:18]([C:19]#[N:20])=[C:14]3[N:13]=[CH:12][CH:11]=2)[CH:9]=1.ClCCl.[BrH:27].CC(O)=O.C(OCC)C. Product: [CH3:1][CH2:2][N:3]([C:21]([CH3:23])=[O:22])[C:4]1[CH:5]=[CH:6][CH:7]=[C:8]([C:10]2[N:15]3[N:16]=[CH:17][C:18]([C:19]#[N:20])=[C:14]3[N:13]=[CH:12][CH:11]=2)[CH:9]=1.[BrH:27]. The catalyst class is: 13.